This data is from CYP2C19 inhibition data for predicting drug metabolism from PubChem BioAssay. The task is: Regression/Classification. Given a drug SMILES string, predict its absorption, distribution, metabolism, or excretion properties. Task type varies by dataset: regression for continuous measurements (e.g., permeability, clearance, half-life) or binary classification for categorical outcomes (e.g., BBB penetration, CYP inhibition). Dataset: cyp2c19_veith. (1) The molecule is N[C@H](Cc1ccc(F)cc1)C(=O)O. The result is 0 (non-inhibitor). (2) The molecule is CC(=O)OC[C@@H]1O[C@@H](O/N=C2/C[C@@H](O)[C@@H](O)[C@H]3[C@@H]2CC[C@@H]2C(=O)N(Cc4ccccc4)C(=O)[C@H]23)[C@H](OC(C)=O)[C@H](OC(C)=O)[C@@H]1OC(C)=O. The result is 0 (non-inhibitor). (3) The drug is NCCc1ccc(O)c(O)c1. The result is 0 (non-inhibitor). (4) The compound is O=C(COc1ccc(Cl)cc1)N(Cc1ccccc1)c1ccccn1. The result is 1 (inhibitor). (5) The result is 0 (non-inhibitor). The compound is O=C(O)CC/C=C\C[C@@H]1CO[C@H](c2ccccc2Cl)O[C@@H]1c1ccccc1O. (6) The compound is CO[C@@H]1COC(=O)[C@@H](OCc2ccccc2)/C=C\[C@H](C)[C@@H](OC)COC(=O)[C@H](C)NC(=O)C/C=C\[C@H]1C. The result is 0 (non-inhibitor). (7) The compound is CN1C[C@H](C(=O)N[C@@]2(C)O[C@@]3(O)[C@H]4CCCN4C(=O)[C@@H](Cc4ccccc4)N3C2=O)C=C2c3cccc4[nH]cc(c34)C[C@@H]21. The result is 0 (non-inhibitor).